Dataset: Forward reaction prediction with 1.9M reactions from USPTO patents (1976-2016). Task: Predict the product of the given reaction. (1) Given the reactants [Cl:1][C:2]1[S:6][C:5]([S:7](Cl)(=[O:9])=[O:8])=[CH:4][CH:3]=1.[NH2:11][CH:12]([CH2:15][OH:16])[CH2:13][OH:14], predict the reaction product. The product is: [Cl:1][C:2]1[S:6][C:5]([S:7]([NH:11][CH:12]([CH2:15][OH:16])[CH2:13][OH:14])(=[O:9])=[O:8])=[CH:4][CH:3]=1. (2) Given the reactants [CH2:1]([O:3][C:4](=[O:17])[C:5]([S:8]([C:11]1[N:12]([CH3:16])[CH:13]=[CH:14][N:15]=1)(=[O:10])=[O:9])([CH3:7])[CH3:6])[CH3:2].CN1C=CN=C1S.ClC[C:27]1[CH:32]=[CH:31][C:30]([C:33]2[CH:38]=[CH:37][CH:36]=[CH:35][CH:34]=2)=[CH:29][CH:28]=1, predict the reaction product. The product is: [CH2:1]([O:3][C:4](=[O:17])[C:5]([CH3:7])([S:8]([C:11]1[N:12]([CH3:16])[CH:13]=[CH:14][N:15]=1)(=[O:10])=[O:9])[CH2:6][C:36]1[CH:37]=[CH:38][C:33]([C:30]2[CH:31]=[CH:32][CH:27]=[CH:28][CH:29]=2)=[CH:34][CH:35]=1)[CH3:2]. (3) Given the reactants Br[C:2]1[CH:7]=[CH:6][C:5]([F:8])=[CH:4][C:3]=1[NH:9][C:10](=[O:16])[O:11][C:12]([CH3:15])([CH3:14])[CH3:13].[CH3:17][C:18]1([CH3:34])[C:22]([CH3:24])([CH3:23])[O:21][B:20]([B:20]2[O:21][C:22]([CH3:24])([CH3:23])[C:18]([CH3:34])([CH3:17])[O:19]2)[O:19]1.C([O-])(=O)C.[Na+], predict the reaction product. The product is: [F:8][C:5]1[CH:6]=[CH:7][C:2]([B:20]2[O:21][C:22]([CH3:24])([CH3:23])[C:18]([CH3:34])([CH3:17])[O:19]2)=[C:3]([NH:9][C:10](=[O:16])[O:11][C:12]([CH3:15])([CH3:14])[CH3:13])[CH:4]=1.